This data is from Full USPTO retrosynthesis dataset with 1.9M reactions from patents (1976-2016). The task is: Predict the reactants needed to synthesize the given product. Given the product [Br:1][C:2]1[CH:3]=[C:4]2[C:10]([CH3:11])=[N:9][N:8]([CH2:15][C:16]3[CH:21]=[CH:20][C:19]([O:22][CH3:23])=[CH:18][CH:17]=3)[C:5]2=[N:6][CH:7]=1, predict the reactants needed to synthesize it. The reactants are: [Br:1][C:2]1[CH:3]=[C:4]2[C:10]([CH3:11])=[N:9][NH:8][C:5]2=[N:6][CH:7]=1.[H-].[Na+].Cl[CH2:15][C:16]1[CH:21]=[CH:20][C:19]([O:22][CH3:23])=[CH:18][CH:17]=1.